This data is from Reaction yield outcomes from USPTO patents with 853,638 reactions. The task is: Predict the reaction yield, written as a fraction of the theoretical maximum amount of product (1.0 means a 100% yield; for example, 0.34 means a 34% yield). (1) The reactants are [C:1]([O:5][C:6]([N:8]1[CH2:13][CH:12]2[CH:10]([O:11]2)[CH2:9]1)=[O:7])([CH3:4])([CH3:3])[CH3:2].[Cl:14][C:15]1[CH:20]=[CH:19][C:18]([C:21]([N:23]2[CH2:28][CH2:27][NH:26][CH2:25][CH2:24]2)=[O:22])=[CH:17][CH:16]=1. No catalyst specified. The product is [C:1]([O:5][C:6]([N:8]1[CH2:9][CH:10]([OH:11])[CH:12]([N:26]2[CH2:25][CH2:24][N:23]([C:21](=[O:22])[C:18]3[CH:17]=[CH:16][C:15]([Cl:14])=[CH:20][CH:19]=3)[CH2:28][CH2:27]2)[CH2:13]1)=[O:7])([CH3:2])([CH3:3])[CH3:4]. The yield is 0.840. (2) The reactants are Cl[C:2]1[CH:11]=[CH:10][N:9]=[C:8]2[C:3]=1[C:4]1[CH:16]=[CH:15][CH:14]=[CH:13][C:5]=1[C:6](=[O:12])[NH:7]2.[CH2:17]([O:19][C:20]1[CH:26]=[CH:25][CH:24]=[CH:23][C:21]=1[NH2:22])[CH3:18]. No catalyst specified. The product is [CH2:17]([O:19][C:20]1[CH:26]=[CH:25][CH:24]=[CH:23][C:21]=1[NH:22][C:2]1[CH:11]=[CH:10][N:9]=[C:8]2[C:3]=1[C:4]1[CH:16]=[CH:15][CH:14]=[CH:13][C:5]=1[C:6](=[O:12])[NH:7]2)[CH3:18]. The yield is 0.860. (3) The reactants are [NH2:1][C:2]1[N:7]=[CH:6][C:5]([N:8]2[CH2:13][CH2:12][N:11]([C:14]([O:16][C:17]([CH3:20])([CH3:19])[CH3:18])=[O:15])[CH2:10][C@@H:9]2[CH3:21])=[CH:4][CH:3]=1.Br[C:23]1[C:24]([O:30][CH3:31])=[N:25][CH:26]=[C:27]([Cl:29])[CH:28]=1.CC1(C)C2C(=C(P(C3C=CC=CC=3)C3C=CC=CC=3)C=CC=2)OC2C(P(C3C=CC=CC=3)C3C=CC=CC=3)=CC=CC1=2.C(=O)([O-])[O-].[Cs+].[Cs+]. The catalyst is C1C=CC(/C=C/C(/C=C/C2C=CC=CC=2)=O)=CC=1.C1C=CC(/C=C/C(/C=C/C2C=CC=CC=2)=O)=CC=1.C1C=CC(/C=C/C(/C=C/C2C=CC=CC=2)=O)=CC=1.[Pd].[Pd].O1CCOCC1. The product is [Cl:29][C:27]1[CH:28]=[C:23]([NH:1][C:2]2[N:7]=[CH:6][C:5]([N:8]3[CH2:13][CH2:12][N:11]([C:14]([O:16][C:17]([CH3:20])([CH3:19])[CH3:18])=[O:15])[CH2:10][C@@H:9]3[CH3:21])=[CH:4][CH:3]=2)[C:24]([O:30][CH3:31])=[N:25][CH:26]=1. The yield is 0.570. (4) The reactants are [F:1][C:2]1[CH:22]=[C:21]([F:23])[CH:20]=[CH:19][C:3]=1[O:4][C:5]1[C:14]([O:15][CH3:16])=[CH:13][CH:12]=[C:11]2[C:6]=1[CH:7]=[CH:8][C:9](SC)=[N:10]2.O[O:25][S:26]([O-:28])=O.[K+].[CH3:30]O. The catalyst is O. The product is [F:1][C:2]1[CH:22]=[C:21]([F:23])[CH:20]=[CH:19][C:3]=1[O:4][C:5]1[C:14]([O:15][CH3:16])=[CH:13][CH:12]=[C:11]2[C:6]=1[CH:7]=[CH:8][C:9]([S:26]([CH3:30])(=[O:28])=[O:25])=[N:10]2. The yield is 0.380. (5) The reactants are [Cl:1][C:2]1[CH:16]=[N:15][C:5]2[NH:6][C:7](=O)[C:8]3[N:9]([N:10]=[C:11]([CH3:13])[N:12]=3)[C:4]=2[CH:3]=1.CCN(C(C)C)C(C)C.C([O-])(O)=O.[Na+].O=P(Cl)(Cl)[Cl:33]. No catalyst specified. The product is [Cl:33][C:7]1[C:8]2[N:9]([N:10]=[C:11]([CH3:13])[N:12]=2)[C:4]2[CH:3]=[C:2]([Cl:1])[CH:16]=[N:15][C:5]=2[N:6]=1. The yield is 1.00.